From a dataset of Reaction yield outcomes from USPTO patents with 853,638 reactions. Predict the reaction yield, written as a fraction of the theoretical maximum amount of product (1.0 means a 100% yield; for example, 0.34 means a 34% yield). (1) The reactants are C(NC(C)C)(C)C.C([Li])CCC.[CH3:13][O:14][C:15]([N:17]1[CH2:22][CH2:21][C:20](=[O:23])[N:19]([CH3:24])[C@@H:18]1[C:25]([CH3:28])([CH3:27])[CH3:26])=[O:16].[F:29][C:30]1[CH:35]=[C:34]([F:36])[CH:33]=[CH:32][C:31]=1[CH2:37][C@@H:38]([CH2:41]I)[CH2:39][CH3:40]. The catalyst is C1COCC1. The product is [CH3:13][O:14][C:15]([N:17]1[CH2:22][CH:21]([CH2:41][CH:38]([CH2:37][C:31]2[CH:32]=[CH:33][C:34]([F:36])=[CH:35][C:30]=2[F:29])[CH2:39][CH3:40])[C:20](=[O:23])[N:19]([CH3:24])[CH:18]1[C:25]([CH3:28])([CH3:27])[CH3:26])=[O:16]. The yield is 0.460. (2) The reactants are [Cl:1][C:2]1[CH:7]=[CH:6][C:5]([CH2:8][CH2:9][C:10]([O:12]C)=[O:11])=[CH:4][C:3]=1[NH:14][C:15](=[O:49])[CH2:16][C@H:17]1[O:23][C@H:22]([C:24]2[CH:29]=[CH:28][CH:27]=[C:26]([O:30][CH3:31])[C:25]=2[O:32][CH3:33])[C:21]2[CH:34]=[C:35]([Cl:38])[CH:36]=[CH:37][C:20]=2[N:19]([CH2:39][C:40]([CH3:47])([CH3:46])[CH2:41][O:42]C(=O)C)[C:18]1=[O:48].[OH-].[Na+].C(O)C. The catalyst is O. The product is [Cl:1][C:2]1[CH:7]=[CH:6][C:5]([CH2:8][CH2:9][C:10]([OH:12])=[O:11])=[CH:4][C:3]=1[NH:14][C:15](=[O:49])[CH2:16][C@H:17]1[O:23][C@H:22]([C:24]2[CH:29]=[CH:28][CH:27]=[C:26]([O:30][CH3:31])[C:25]=2[O:32][CH3:33])[C:21]2[CH:34]=[C:35]([Cl:38])[CH:36]=[CH:37][C:20]=2[N:19]([CH2:39][C:40]([CH3:46])([CH3:47])[CH2:41][OH:42])[C:18]1=[O:48]. The yield is 0.770. (3) The reactants are OC1C=CC(CN[C:8]([C:10]2([CH3:15])[CH2:14][S:13][S:12][CH2:11]2)=[O:9])=CC=1OC.Cl.[NH2:21][CH2:22][CH2:23][C:24]1[CH:29]=[CH:28][C:27]([OH:30])=[C:26]([O:31][CH3:32])[CH:25]=1. No catalyst specified. The product is [OH:30][C:27]1[CH:28]=[CH:29][C:24]([CH2:23][CH2:22][NH:21][C:8]([C:10]2([CH3:15])[CH2:14][S:13][S:12][CH2:11]2)=[O:9])=[CH:25][C:26]=1[O:31][CH3:32]. The yield is 0.640. (4) The reactants are [NH2:1][C:2]1[CH:6]=[CH:5][S:4][C:3]=1[C:7]([O:9]C)=O.[CH3:11][C:12]1[O:16][N:15]=[C:14]([C:17]#[N:18])[CH:13]=1.CC(C)([O-])C.[K+]. The catalyst is O1CCCC1. The product is [CH3:11][C:12]1[O:16][N:15]=[C:14]([C:17]2[N:18]=[C:7]([OH:9])[C:3]3[S:4][CH:5]=[CH:6][C:2]=3[N:1]=2)[CH:13]=1. The yield is 0.600.